Dataset: Forward reaction prediction with 1.9M reactions from USPTO patents (1976-2016). Task: Predict the product of the given reaction. (1) Given the reactants Cl.[NH:2]1[CH2:7][CH2:6][CH:5]([CH2:8][CH2:9][N:10]2[C:18](=[O:19])[C:17]3[CH:16]=[C:15]4[O:20][CH2:21][O:22][C:14]4=[CH:13][C:12]=3[C:11]2=[O:23])[CH2:4][CH2:3]1.Br.Br[CH2:26][C:27]1[N:28]=[N:29][CH:30]=[CH:31][CH:32]=1, predict the reaction product. The product is: [N:29]1[CH:30]=[CH:31][CH:32]=[C:27]([CH2:26][N:2]2[CH2:7][CH2:6][CH:5]([CH2:8][CH2:9][N:10]3[C:18](=[O:19])[C:17]4[CH:16]=[C:15]5[O:20][CH2:21][O:22][C:14]5=[CH:13][C:12]=4[C:11]3=[O:23])[CH2:4][CH2:3]2)[N:28]=1. (2) Given the reactants [OH-].[Li+].I[CH3:4].[O:5]=[C:6]1[CH2:10][CH2:9][CH2:8][CH:7]1[C:11]#[N:12], predict the reaction product. The product is: [CH3:4][C:7]1([C:11]#[N:12])[CH2:8][CH2:9][CH2:10][C:6]1=[O:5]. (3) Given the reactants Br[C:2]1[CH:10]=[CH:9][CH:8]=[C:7]2[C:3]=1[C:4]1([C:15]3=[CH:16][C:17]4[O:21][CH2:20][O:19][C:18]=4[CH:22]=[C:14]3[O:13][CH2:12]1)[C:5](=[O:11])[NH:6]2.[CH3:23][N:24]([CH3:34])[C:25]1[N:30]=[CH:29][C:28](B(O)O)=[CH:27][CH:26]=1.C(=O)([O-])[O-].[Na+].[Na+], predict the reaction product. The product is: [CH3:23][N:24]([CH3:34])[C:25]1[N:30]=[CH:29][C:28]([C:2]2[CH:10]=[CH:9][CH:8]=[C:7]3[C:3]=2[C:4]2([C:15]4=[CH:16][C:17]5[O:21][CH2:20][O:19][C:18]=5[CH:22]=[C:14]4[O:13][CH2:12]2)[C:5](=[O:11])[NH:6]3)=[CH:27][CH:26]=1.